From a dataset of Forward reaction prediction with 1.9M reactions from USPTO patents (1976-2016). Predict the product of the given reaction. Given the reactants COC1C=CC(C[N:8](CC2C=CC(OC)=CC=2)[C:9]2[N:14]=[C:13]([CH3:15])[N:12]=[C:11]([C:16]3[CH:17]=[C:18]([CH2:31][OH:32])[CH:19]=[N:20][C:21]=3[NH:22][C:23]3[CH:24]=[N:25][C:26]([O:29][CH3:30])=[CH:27][CH:28]=3)[N:10]=2)=CC=1.FC(F)(F)S(O)(=O)=O, predict the reaction product. The product is: [NH2:8][C:9]1[N:14]=[C:13]([CH3:15])[N:12]=[C:11]([C:16]2[CH:17]=[C:18]([CH2:31][OH:32])[CH:19]=[N:20][C:21]=2[NH:22][C:23]2[CH:24]=[N:25][C:26]([O:29][CH3:30])=[CH:27][CH:28]=2)[N:10]=1.